This data is from Full USPTO retrosynthesis dataset with 1.9M reactions from patents (1976-2016). The task is: Predict the reactants needed to synthesize the given product. (1) Given the product [CH:23]([NH:22][C:20](=[O:21])[CH2:19][O:18][C:17]1[CH:26]=[CH:27][CH:28]=[C:15]([C:4]2[N:5]=[C:6]([N:8]3[CH2:9][CH2:10][N:11]([CH3:14])[CH2:12][CH2:13]3)[CH:7]=[C:2]([NH:1][C:30]3[CH:35]=[CH:34][N:33]=[CH:32][CH:31]=3)[N:3]=2)[CH:16]=1)([CH3:24])[CH3:25], predict the reactants needed to synthesize it. The reactants are: [NH2:1][C:2]1[CH:7]=[C:6]([N:8]2[CH2:13][CH2:12][N:11]([CH3:14])[CH2:10][CH2:9]2)[N:5]=[C:4]([C:15]2[CH:16]=[C:17]([CH:26]=[CH:27][CH:28]=2)[O:18][CH2:19][C:20]([NH:22][CH:23]([CH3:25])[CH3:24])=[O:21])[N:3]=1.I[C:30]1[CH:35]=[CH:34][N:33]=[CH:32][CH:31]=1.CC(C1C=C(C(C)C)C(C2C=CC=CC=2P(C2CCCCC2)C2CCCCC2)=C(C(C)C)C=1)C.C([O-])([O-])=O.[Cs+].[Cs+]. (2) Given the product [CH3:10][C:11]1[O:12][C:13]([CH2:1][NH:2][C:3]2([C:8]#[N:9])[CH2:7][CH2:6][CH2:5][CH2:4]2)=[CH:14][N:15]=1.[C:13]1(=[O:12])[CH2:14][CH2:4][CH2:3][CH2:16]1, predict the reactants needed to synthesize it. The reactants are: [CH3:1][NH:2][C:3]1([C:8]#[N:9])[CH2:7][CH2:6][CH2:5][CH2:4]1.[CH3:10][C:11]1[O:12][C:13]([CH2:16]N)=[CH:14][N:15]=1. (3) The reactants are: [F:1][C:2]1[CH:11]=[C:10]2[C:5]([CH:6]=[CH:7][CH:8]=[N:9]2)=[CH:4][C:3]=1[CH2:12][C:13]1[N:17]2[N:18]=[C:19]([C:22]3[CH:23]=[N:24][N:25]([CH:27]4[CH2:32][CH2:31][NH:30][CH2:29][CH2:28]4)[CH:26]=3)[CH:20]=[CH:21][C:16]2=[N:15][CH:14]=1.[CH2:33](I)[CH3:34].C([O-])([O-])=O.[Cs+].[Cs+]. Given the product [CH2:33]([N:30]1[CH2:31][CH2:32][CH:27]([N:25]2[CH:26]=[C:22]([C:19]3[CH:20]=[CH:21][C:16]4[N:17]([C:13]([CH2:12][C:3]5[CH:4]=[C:5]6[C:10](=[CH:11][C:2]=5[F:1])[N:9]=[CH:8][CH:7]=[CH:6]6)=[CH:14][N:15]=4)[N:18]=3)[CH:23]=[N:24]2)[CH2:28][CH2:29]1)[CH3:34], predict the reactants needed to synthesize it. (4) Given the product [C:10]([O:14][C:15](=[O:30])[N:16]([C:17](=[O:22])[CH2:18][CH2:19][C:20]#[C:21][C:2]1[CH:7]=[CH:6][CH:5]=[C:4]([CH2:8][F:9])[N:3]=1)[C:23]1[CH:24]=[CH:25][C:26]([F:29])=[CH:27][CH:28]=1)([CH3:13])([CH3:11])[CH3:12], predict the reactants needed to synthesize it. The reactants are: Br[C:2]1[CH:7]=[CH:6][CH:5]=[C:4]([CH2:8][F:9])[N:3]=1.[C:10]([O:14][C:15](=[O:30])[N:16]([C:23]1[CH:28]=[CH:27][C:26]([F:29])=[CH:25][CH:24]=1)[C:17](=[O:22])[C:18]#[C:19][CH2:20][CH3:21])([CH3:13])([CH3:12])[CH3:11]. (5) Given the product [CH3:22][O:21][C:19]([C:16]1[CH:15]=[CH:14][C:13]([O:12][C:10]([N:7]2[CH2:8][CH2:9][CH:4]([CH2:1][C:2]#[C:3][C:24]3[N:25]=[C:26]([NH2:42])[C:27]4[N:28]=[CH:29][N:30]([C:40]=4[N:41]=3)[C@@H:31]3[O:39][C@H:36]([CH2:37][OH:38])[C@@H:34]([OH:35])[C@H:32]3[OH:33])[CH2:5][CH2:6]2)=[O:11])=[CH:18][CH:17]=1)=[O:20], predict the reactants needed to synthesize it. The reactants are: [CH2:1]([CH:4]1[CH2:9][CH2:8][N:7]([C:10]([O:12][C:13]2[CH:18]=[CH:17][C:16]([C:19]([O:21][CH3:22])=[O:20])=[CH:15][CH:14]=2)=[O:11])[CH2:6][CH2:5]1)[C:2]#[CH:3].I[C:24]1[N:25]=[C:26]([NH2:42])[C:27]2[N:28]=[CH:29][N:30]([C:40]=2[N:41]=1)[C@@H:31]1[O:39][C@H:36]([CH2:37][OH:38])[C@@H:34]([OH:35])[C@H:32]1[OH:33]. (6) Given the product [OH:40][CH2:39][C@@H:37]([NH:38][C:56]([C:55]1[S:54][C:53]2[CH:59]=[CH:60][CH:61]=[CH:62][C:52]=2[C:51]=1[NH:50][C:49]1[CH:48]=[CH:47][N:46]=[C:45]2[NH:41][CH:42]=[CH:43][C:44]=12)=[O:57])[C:31]1[CH:36]=[CH:35][CH:34]=[CH:33][CH:32]=1, predict the reactants needed to synthesize it. The reactants are: C(OC(N1CCC(NC(C2SC=CC=2NC2C=CN=C3NC=CC=23)=O)C1)=O)(C)(C)C.[C:31]1([C@@H:37]([CH2:39][OH:40])[NH2:38])[CH:36]=[CH:35][CH:34]=[CH:33][CH:32]=1.[NH:41]1[C:45]2=[N:46][CH:47]=[CH:48][C:49]([NH:50][C:51]3[C:52]4[CH:62]=[CH:61][CH:60]=[CH:59][C:53]=4[S:54][C:55]=3[C:56](O)=[O:57])=[C:44]2[CH:43]=[CH:42]1. (7) The reactants are: Br[C:2]1[CH:3]=[CH:4][C:5]([NH:13][C:14]2[C:19]([C:20]([F:23])([F:22])[F:21])=[CH:18][N:17]=[C:16]([NH:24][C:25]3[CH:39]=[CH:38][C:28]([CH2:29][P:30](=[O:37])([O:34][CH2:35][CH3:36])[O:31][CH2:32][CH3:33])=[CH:27][CH:26]=3)[N:15]=2)=[C:6]2[C:10]=1[CH2:9][N:8]([CH3:11])[C:7]2=[O:12].[OH:40][CH:41]1[CH2:44][NH:43][CH2:42]1. Given the product [OH:40][CH:41]1[CH2:44][N:43]([C:2]2[CH:3]=[CH:4][C:5]([NH:13][C:14]3[C:19]([C:20]([F:23])([F:22])[F:21])=[CH:18][N:17]=[C:16]([NH:24][C:25]4[CH:39]=[CH:38][C:28]([CH2:29][P:30](=[O:37])([O:34][CH2:35][CH3:36])[O:31][CH2:32][CH3:33])=[CH:27][CH:26]=4)[N:15]=3)=[C:6]3[C:10]=2[CH2:9][N:8]([CH3:11])[C:7]3=[O:12])[CH2:42]1, predict the reactants needed to synthesize it.